From a dataset of Full USPTO retrosynthesis dataset with 1.9M reactions from patents (1976-2016). Predict the reactants needed to synthesize the given product. (1) Given the product [Cl:8][CH2:9][CH2:10][NH:11][C:12]([N:18]1[C:19]([CH3:20])=[C:15]([Cl:14])[C:16]([O:21][C:22]2[C:27]([Cl:28])=[CH:26][C:25]([C:29]([F:32])([F:31])[F:30])=[CH:24][C:23]=2[Cl:33])=[N:17]1)=[O:13], predict the reactants needed to synthesize it. The reactants are: C(N(CC)CC)C.[Cl:8][CH2:9][CH2:10][N:11]=[C:12]=[O:13].[Cl:14][C:15]1[C:16]([O:21][C:22]2[C:27]([Cl:28])=[CH:26][C:25]([C:29]([F:32])([F:31])[F:30])=[CH:24][C:23]=2[Cl:33])=[N:17][NH:18][C:19]=1[CH3:20].Cl. (2) Given the product [CH3:18][C:11]1[CH:16]=[CH:15][C:14]([S:25]([C:19]2[CH:24]=[CH:23][CH:22]=[CH:21][CH:20]=2)(=[O:27])=[O:26])=[C:13]([CH3:17])[CH:12]=1, predict the reactants needed to synthesize it. The reactants are: CCCCN1C=[N+](C)C=C1.[C:11]1([CH3:18])[CH:16]=[CH:15][CH:14]=[C:13]([CH3:17])[CH:12]=1.[C:19]1([S:25](Cl)(=[O:27])=[O:26])[CH:24]=[CH:23][CH:22]=[CH:21][CH:20]=1. (3) Given the product [CH2:16]([C:13]1[CH:14]=[CH:15][C:10]([CH2:9][O:8][C:5]2[CH:6]=[CH:7][C:2]([C:40]3([OH:42])[CH2:39][N:38]([C:31]([O:33][C:34]([CH3:36])([CH3:35])[CH3:37])=[O:32])[CH2:41]3)=[CH:3][C:4]=2[O:18][CH3:19])=[CH:11][CH:12]=1)[CH3:17], predict the reactants needed to synthesize it. The reactants are: Br[C:2]1[CH:7]=[CH:6][C:5]([O:8][CH2:9][C:10]2[CH:15]=[CH:14][C:13]([CH2:16][CH3:17])=[CH:12][CH:11]=2)=[C:4]([O:18][CH3:19])[CH:3]=1.C([Li])CCC.CCCCCC.[C:31]([N:38]1[CH2:41][C:40](=[O:42])[CH2:39]1)([O:33][C:34]([CH3:37])([CH3:36])[CH3:35])=[O:32].O. (4) Given the product [CH2:1]([O:8][C:9](=[O:17])[C:10]1[CH:15]=[CH:14][CH:13]=[CH:12][C:11]=1[N:20]1[CH2:32][CH2:31][CH2:30][CH:26]([Br:25])[C:27]1=[O:28])[C:2]1[CH:7]=[CH:6][CH:5]=[CH:4][CH:3]=1, predict the reactants needed to synthesize it. The reactants are: [CH2:1]([O:8][C:9](=[O:17])[C:10]1[CH:15]=[CH:14][C:13](N)=[CH:12][CH:11]=1)[C:2]1[CH:7]=[CH:6][CH:5]=[CH:4][CH:3]=1.C([N:20](CC)CC)C.[Br:25][CH:26]([CH2:30][CH2:31][CH2:32]Br)[C:27](Cl)=[O:28].[OH-].[Na+].C(=O)([O-])O.C([N+](CCCC)(CCCC)CCCC)CCC. (5) Given the product [CH3:1][Si:2]([CH3:33])([C:27]1[CH:32]=[CH:31][CH:30]=[CH:29][CH:28]=1)[C@@H:3]1[C@@H:10]2[CH:11]=[CH:12][C@H:4]1[C@:5]1([CH3:37])[C@H:9]2[CH2:8][N:7]([C:13]2[CH:20]=[CH:19][C:16]([C:17]#[N:18])=[C:15]([C:21]([F:23])([F:22])[F:24])[CH:14]=2)[S:6]1(=[O:25])=[O:26], predict the reactants needed to synthesize it. The reactants are: [CH3:1][Si:2]([CH3:33])([C:27]1[CH:32]=[CH:31][CH:30]=[CH:29][CH:28]=1)[C@@H:3]1[C@@H:10]2[CH:11]=[CH:12][C@H:4]1[C@@H:5]1[C@H:9]2[CH2:8][N:7]([C:13]2[CH:20]=[CH:19][C:16]([C:17]#[N:18])=[C:15]([C:21]([F:24])([F:23])[F:22])[CH:14]=2)[S:6]1(=[O:26])=[O:25].CI.[Li+].[CH3:37][Si]([N-][Si](C)(C)C)(C)C. (6) Given the product [CH3:1][NH:2][C:3]1[C:8]([CH2:9][OH:10])=[CH:7][N:6]=[C:5]([S:14][CH3:15])[N:4]=1, predict the reactants needed to synthesize it. The reactants are: [CH3:1][NH:2][C:3]1[C:8]([C:9](OCC)=[O:10])=[CH:7][N:6]=[C:5]([S:14][CH3:15])[N:4]=1.[H-].[H-].[H-].[H-].[Li+].[Al+3]. (7) Given the product [CH2:19]([O:21][CH2:22][CH2:23][CH2:24][CH2:25][O:1][C:2]1[CH:3]=[CH:4][C:5]([CH2:8][NH:9][C:10](=[O:18])[C:11]2[CH:16]=[CH:15][CH:14]=[N:13][C:12]=2[NH2:17])=[CH:6][CH:7]=1)[CH3:20], predict the reactants needed to synthesize it. The reactants are: [OH:1][C:2]1[CH:7]=[CH:6][C:5]([CH2:8][NH:9][C:10](=[O:18])[C:11]2[CH:16]=[CH:15][CH:14]=[N:13][C:12]=2[NH2:17])=[CH:4][CH:3]=1.[CH2:19]([O:21][CH2:22][CH2:23][CH2:24][CH3:25])[CH3:20].CC1C=CC(S(O)(=O)=O)=CC=1.C(=O)([O-])[O-].[Cs+].[Cs+].CN(C=O)C.